From a dataset of Peptide-MHC class I binding affinity with 185,985 pairs from IEDB/IMGT. Regression. Given a peptide amino acid sequence and an MHC pseudo amino acid sequence, predict their binding affinity value. This is MHC class I binding data. The peptide sequence is YQPANKHYI. The MHC is HLA-A23:01 with pseudo-sequence HLA-A23:01. The binding affinity (normalized) is 0.350.